This data is from Catalyst prediction with 721,799 reactions and 888 catalyst types from USPTO. The task is: Predict which catalyst facilitates the given reaction. Reactant: [CH2:1]([O:8][C@H:9]1[CH2:13][N:12]([CH:14]2[CH2:19][CH2:18][N:17]([C:20]([O:22][C:23]([CH3:26])([CH3:25])[CH3:24])=[O:21])[CH2:16][CH2:15]2)[C:11](=[O:27])[C@@H:10]1[OH:28])[C:2]1[CH:7]=[CH:6][CH:5]=[CH:4][CH:3]=1.C(N(CC)CC)C.[CH3:36][S:37](Cl)(=[O:39])=[O:38]. Product: [CH2:1]([O:8][C@H:9]1[CH2:13][N:12]([CH:14]2[CH2:19][CH2:18][N:17]([C:20]([O:22][C:23]([CH3:24])([CH3:25])[CH3:26])=[O:21])[CH2:16][CH2:15]2)[C:11](=[O:27])[C@@H:10]1[O:28][S:37]([CH3:36])(=[O:39])=[O:38])[C:2]1[CH:3]=[CH:4][CH:5]=[CH:6][CH:7]=1. The catalyst class is: 1.